Predict the reactants needed to synthesize the given product. From a dataset of Full USPTO retrosynthesis dataset with 1.9M reactions from patents (1976-2016). (1) The reactants are: [CH:1]1([CH2:4][N:5]([CH2:24][CH2:25][CH3:26])[C:6]2[N:11]=[CH:10][N:9]=[C:8]([C:12]([NH:14][C:15]3[CH:20]=[CH:19][C:18]([CH:21]=O)=[CH:17][C:16]=3[CH3:23])=[O:13])[CH:7]=2)[CH2:3][CH2:2]1.[CH3:27][O:28][CH2:29][CH2:30][NH2:31].C(O[BH-](OC(=O)C)OC(=O)C)(=O)C. Given the product [CH:1]1([CH2:4][N:5]([CH2:24][CH2:25][CH3:26])[C:6]2[N:11]=[CH:10][N:9]=[C:8]([C:12]([NH:14][C:15]3[CH:20]=[CH:19][C:18]([CH2:21][NH:31][CH2:30][CH2:29][O:28][CH3:27])=[CH:17][C:16]=3[CH3:23])=[O:13])[CH:7]=2)[CH2:3][CH2:2]1, predict the reactants needed to synthesize it. (2) Given the product [CH2:23]([O:21][C:7]1[CH2:6][CH2:5][C@@:4]2([CH3:22])[C:9](=[CH:10][CH2:11][C@@H:12]3[C@@H:3]2[C@H:2]([OH:1])[CH2:19][C@@:17]2([CH3:18])[C@H:13]3[CH2:14][CH2:15][C:16]2=[O:20])[CH:8]=1)[CH3:24], predict the reactants needed to synthesize it. The reactants are: [OH:1][C@@H:2]1[CH2:19][C@@:17]2([CH3:18])[C@@H:13]([CH:14]=[CH:15][C:16]2=[O:20])[C@H:12]2[C@H:3]1[C@:4]1([CH3:22])[CH:9]([CH2:10][CH2:11]2)[CH2:8][C:7](=[O:21])[CH2:6][CH2:5]1.[C:23]1(C)C=CC=C[CH:24]=1.C(OCC)(OCC)OCC. (3) Given the product [C:5]([NH:4][C:3](=[CH:13][C:14]1[CH:21]=[CH:20][CH:19]=[C:16]([C:17]#[N:18])[CH:15]=1)[C:22]([O:23][CH3:28])=[O:25])(=[O:6])[C:7]1[CH:12]=[CH:11][CH:10]=[CH:9][CH:8]=1, predict the reactants needed to synthesize it. The reactants are: O=C1[O:6][C:5]([C:7]2[CH:12]=[CH:11][CH:10]=[CH:9][CH:8]=2)=[N:4][C:3]1=[CH:13][C:14]1[CH:15]=[C:16]([CH:19]=[CH:20][CH:21]=1)[C:17]#[N:18].[C:22](=[O:25])([O-])[O-:23].[Na+].[Na+].[CH3:28]O. (4) Given the product [OH:14][CH2:13][C:10]1[CH:9]=[CH:8][C:7]([N:6]2[CH2:5][CH2:4][O:3][C:2]2=[O:1])=[N:12][CH:11]=1, predict the reactants needed to synthesize it. The reactants are: [O:1]=[C:2]1[N:6]([C:7]2[N:12]=[CH:11][C:10]([CH:13]=[O:14])=[CH:9][CH:8]=2)[CH2:5][CH2:4][O:3]1.[BH4-].[Na+]. (5) Given the product [CH3:1][N:2]1[CH:6]=[C:5]([C:7]2[N:12]=[C:11]3[N:13]([CH2:16][C@H:17]4[O:18][CH2:19][CH2:20][N:21]([C:23]5[N:28]=[CH:27][C:26]([C:29]6[CH:36]=[CH:35][C:32]([CH2:43][N:37]7[CH2:42][CH2:41][O:40][CH2:39][CH2:38]7)=[CH:31][CH:30]=6)=[CH:25][N:24]=5)[CH2:22]4)[N:14]=[N:15][C:10]3=[N:9][CH:8]=2)[CH:4]=[N:3]1, predict the reactants needed to synthesize it. The reactants are: [CH3:1][N:2]1[CH:6]=[C:5]([C:7]2[N:12]=[C:11]3[N:13]([CH2:16][C@@H:17]4[CH2:22][N:21]([C:23]5[N:28]=[CH:27][C:26]([C:29]6[CH:36]=[CH:35][C:32](C=O)=[CH:31][CH:30]=6)=[CH:25][N:24]=5)[CH2:20][CH2:19][O:18]4)[N:14]=[N:15][C:10]3=[N:9][CH:8]=2)[CH:4]=[N:3]1.[NH:37]1[CH2:42][CH2:41][O:40][CH2:39][CH2:38]1.[C:43](O)(=O)C.[BH-](OC(C)=O)(OC(C)=O)OC(C)=O.[Na+].C([O-])([O-])=O.[K+].[K+]. (6) Given the product [CH:1]([C:4]1[N:8]=[C:7]([N:9]2[CH2:14][CH2:13][CH:12]([N:15]3[CH2:19][CH2:18][CH:17]([CH2:30][C:31]4[CH:32]=[CH:33][C:34]([S:37]([CH3:40])(=[O:39])=[O:38])=[CH:35][CH:36]=4)[C:16]3=[O:20])[CH2:11][CH2:10]2)[S:6][N:5]=1)([CH3:3])[CH3:2], predict the reactants needed to synthesize it. The reactants are: [CH:1]([C:4]1[N:8]=[C:7]([N:9]2[CH2:14][CH2:13][CH:12]([N:15]3[CH2:19][CH2:18][CH2:17][C:16]3=[O:20])[CH2:11][CH2:10]2)[S:6][N:5]=1)([CH3:3])[CH3:2].C([N-]C(C)C)(C)C.[Li+].Cl[CH2:30][C:31]1[CH:36]=[CH:35][C:34]([S:37]([CH3:40])(=[O:39])=[O:38])=[CH:33][CH:32]=1. (7) Given the product [F:1][CH:2]([F:14])[CH2:3][O:4][C:5]1[CH:10]=[CH:9][CH:8]=[CH:7][C:6]=1[NH2:11], predict the reactants needed to synthesize it. The reactants are: [F:1][CH:2]([F:14])[CH2:3][O:4][C:5]1[CH:10]=[CH:9][CH:8]=[CH:7][C:6]=1[N+:11]([O-])=O.C(O)C.[H][H].